This data is from Catalyst prediction with 721,799 reactions and 888 catalyst types from USPTO. The task is: Predict which catalyst facilitates the given reaction. (1) Reactant: Cl.Cl.Cl.[Cl:4][C:5]1[CH:6]=[C:7]([C:12]2[N:13]=[C:14]([CH:24]3[CH2:29][CH2:28][NH:27][CH2:26][CH2:25]3)[N:15]([CH2:17][CH2:18][N:19]3[CH2:23][CH2:22][CH2:21][CH2:20]3)[CH:16]=2)[CH:8]=[CH:9][C:10]=1[F:11].Cl[C:31]1[C:32]2[C:39]([CH3:41])([CH3:40])[C:38](=[O:42])[NH:37][C:33]=2[N:34]=[CH:35][N:36]=1.N12CCCN=C1CCCCC2. Product: [Cl:4][C:5]1[CH:6]=[C:7]([C:12]2[N:13]=[C:14]([CH:24]3[CH2:25][CH2:26][N:27]([C:31]4[C:32]5[C:39]([CH3:40])([CH3:41])[C:38](=[O:42])[NH:37][C:33]=5[N:34]=[CH:35][N:36]=4)[CH2:28][CH2:29]3)[N:15]([CH2:17][CH2:18][N:19]3[CH2:20][CH2:21][CH2:22][CH2:23]3)[CH:16]=2)[CH:8]=[CH:9][C:10]=1[F:11]. The catalyst class is: 41. (2) Reactant: [Cl:1][C:2]1[C:11]2[CH2:10][N:9]([C@H:12]([CH:16]([CH3:18])[CH3:17])[C:13](O)=[O:14])[C:8](=[O:19])[C:7]3=[CH:20][NH:21][C:5]([C:6]=23)=[N:4][CH:3]=1.[NH:22]1[CH2:25][CH:24]([C:26]#[N:27])[CH2:23]1.CN1CCOCC1.CN(C(ON1N=NC2C=CC=NC1=2)=[N+](C)C)C.F[P-](F)(F)(F)(F)F. Product: [Cl:1][C:2]1[C:11]2[CH2:10][N:9]([C@H:12]([CH:16]([CH3:18])[CH3:17])[C:13]([N:22]3[CH2:25][CH:24]([C:26]#[N:27])[CH2:23]3)=[O:14])[C:8](=[O:19])[C:7]3=[CH:20][NH:21][C:5]([C:6]=23)=[N:4][CH:3]=1. The catalyst class is: 1. (3) Reactant: [C:1]1([S:7]([C:10]2[CH:26]=[CH:25][C:13]([CH2:14][NH:15][CH2:16][C@H:17]([C:19]3[CH:24]=[CH:23][CH:22]=[CH:21][CH:20]=3)[OH:18])=[CH:12][CH:11]=2)(=[O:9])=[O:8])[CH:6]=[CH:5][CH:4]=[CH:3][CH:2]=1. Product: [C:1]1([S:7]([C:10]2[CH:11]=[CH:12][C:13]([CH2:14][NH:15][CH2:16][C@@H:17]([C:19]3[CH:20]=[CH:21][CH:22]=[CH:23][CH:24]=3)[OH:18])=[CH:25][CH:26]=2)(=[O:9])=[O:8])[CH:6]=[CH:5][CH:4]=[CH:3][CH:2]=1. The catalyst class is: 28. (4) Reactant: [C:1]([C:5]1[CH:23]=[CH:22][C:8]([C:9]([NH:11][C:12]2[N:13]=[C:14]3[CH:19]=[CH:18][C:17](I)=[CH:16][N:15]3[CH:21]=2)=[O:10])=[CH:7][CH:6]=1)([CH3:4])([CH3:3])[CH3:2].C([Mg]Cl)(C)C.CN(C)[CH:31]=[O:32].[Cl-].[NH4+]. Product: [C:1]([C:5]1[CH:23]=[CH:22][C:8]([C:9]([NH:11][C:12]2[N:13]=[C:14]3[CH:19]=[CH:18][C:17]([CH:31]=[O:32])=[CH:16][N:15]3[CH:21]=2)=[O:10])=[CH:7][CH:6]=1)([CH3:4])([CH3:3])[CH3:2]. The catalyst class is: 1. (5) Reactant: C([O:8][C:9](=[O:35])[CH2:10][CH2:11]/[CH:12]=[CH:13]/[C:14]1[CH:23]=[CH:22][CH:21]=[C:20]([NH:24][S:25]([C:28]2[CH:33]=[CH:32][CH:31]=[CH:30][C:29]=2[F:34])(=[O:27])=[O:26])[C:15]=1[C:16]([O:18][CH3:19])=[O:17])C1C=CC=CC=1.[Li+].[OH-]. Product: [F:34][C:29]1[CH:30]=[CH:31][CH:32]=[CH:33][C:28]=1[S:25]([NH:24][C:20]1[C:15]([C:16]([O:18][CH3:19])=[O:17])=[C:14]([CH2:13][CH2:12][CH2:11][CH2:10][C:9]([OH:35])=[O:8])[CH:23]=[CH:22][CH:21]=1)(=[O:27])=[O:26]. The catalyst class is: 105. (6) Reactant: [F:1][C:2]([F:17])([F:16])[CH2:3][CH2:4][O:5][CH2:6][CH2:7][CH2:8][CH2:9][CH2:10][CH2:11][C:12]([O:14]C)=[O:13].[OH-].[Li+].O.Cl. Product: [F:1][C:2]([F:16])([F:17])[CH2:3][CH2:4][O:5][CH2:6][CH2:7][CH2:8][CH2:9][CH2:10][CH2:11][C:12]([OH:14])=[O:13]. The catalyst class is: 116. (7) Reactant: B.N1C=CC=[CH:4][C:3]=1C.[CH3:9][C:10]1[CH:11]=[CH:12][C:13]([CH:16]([NH:23][C:24]2[CH:25]=[C:26]3[C:35](=[CH:36][CH:37]=2)[S:34][C:33]2[C:32]([C:38]4[NH:43][C:42](=[O:44])[CH:41]=[C:40]([N:45]5[CH2:50][CH2:49][O:48][CH2:47][CH2:46]5)[CH:39]=4)=[CH:31][CH:30]=[CH:29][C:28]=2[S:27]3)[CH:17]2[CH2:22][CH2:21][NH:20][CH2:19][CH2:18]2)=[N:14][CH:15]=1.C(=O)C.C(=O)([O-])O.[Na+]. Product: [CH2:3]([N:20]1[CH2:19][CH2:18][CH:17]([CH:16]([NH:23][C:24]2[CH:25]=[C:26]3[C:35](=[CH:36][CH:37]=2)[S:34][C:33]2[C:32]([C:38]4[NH:43][C:42](=[O:44])[CH:41]=[C:40]([N:45]5[CH2:50][CH2:49][O:48][CH2:47][CH2:46]5)[CH:39]=4)=[CH:31][CH:30]=[CH:29][C:28]=2[S:27]3)[C:13]2[CH:12]=[CH:11][C:10]([CH3:9])=[CH:15][N:14]=2)[CH2:22][CH2:21]1)[CH3:4]. The catalyst class is: 404. (8) Reactant: O/[C:2](=[C:4]1\[C:5](=[O:17])[NH:6][C:7](=[O:16])[CH2:8][CH:9]\1[C:10]1[CH:15]=[CH:14][CH:13]=[CH:12][CH:11]=1)/[CH3:3].[NH2:18][CH2:19][C:20]1[CH:21]=[CH:22][C:23]([O:27][CH3:28])=[C:24]([OH:26])[CH:25]=1.C([O-])(=O)C.[Na+]. Product: [OH:26][C:24]1[CH:25]=[C:20]([CH:21]=[CH:22][C:23]=1[O:27][CH3:28])[CH2:19][NH:18]/[C:2](=[C:4]1\[C:5](=[O:17])[NH:6][C:7](=[O:16])[CH2:8][CH:9]\1[C:10]1[CH:15]=[CH:14][CH:13]=[CH:12][CH:11]=1)/[CH3:3]. The catalyst class is: 8.